This data is from Retrosynthesis with 50K atom-mapped reactions and 10 reaction types from USPTO. The task is: Predict the reactants needed to synthesize the given product. (1) Given the product Cn1ccc(Nc2ncnc3ccccc23)n1, predict the reactants needed to synthesize it. The reactants are: Cn1ccc(Nc2ncnc3ccc(O)cc23)n1. (2) Given the product COC(=O)C(C)Oc1cncnc1Oc1cc(-n2c(=O)cc(C(F)(F)F)n(C)c2=O)c(F)cc1Cl, predict the reactants needed to synthesize it. The reactants are: COC(=O)C(C)Br.Cn1c(C(F)(F)F)cc(=O)n(-c2cc(Oc3ncncc3O)c(Cl)cc2F)c1=O. (3) Given the product NC(=O)c1cn(-c2ccnc(NCCc3ccc(O)cc3)n2)nc1-c1ccccc1Cl, predict the reactants needed to synthesize it. The reactants are: CN(C)C(On1nnc2ccccc21)=[N+](C)C.O=C(O)c1cn(-c2ccnc(NCCc3ccc(O)cc3)n2)nc1-c1ccccc1Cl. (4) The reactants are: Cc1cc(-c2ccc(CC(=O)O)cc2)ccn1.Nc1ccc(-c2ccccc2)cn1. Given the product Cc1cc(-c2ccc(CC(=O)Nc3ccc(-c4ccccc4)cn3)cc2)ccn1, predict the reactants needed to synthesize it.